From a dataset of Forward reaction prediction with 1.9M reactions from USPTO patents (1976-2016). Predict the product of the given reaction. Given the reactants Br[C:2]1[C:3]([CH2:26][O:27][C:28]2[CH:33]=[CH:32][C:31]([Cl:34])=[C:30]([Cl:35])[CH:29]=2)=[CH:4][C:5]2[O:9][N:8]=[C:7]([N:10]([C:18]([O:20][C:21]([CH3:24])([CH3:23])[CH3:22])=[O:19])[C:11](=[O:17])[O:12][C:13]([CH3:16])([CH3:15])[CH3:14])[C:6]=2[CH:25]=1.[CH3:36][B-](F)(F)F.[K+].[F-].[Cs+], predict the reaction product. The product is: [C:13]([O:12][C:11]([N:10]([C:7]1[C:6]2[CH:25]=[C:2]([CH3:36])[C:3]([CH2:26][O:27][C:28]3[CH:33]=[CH:32][C:31]([Cl:34])=[C:30]([Cl:35])[CH:29]=3)=[CH:4][C:5]=2[O:9][N:8]=1)[C:18](=[O:19])[O:20][C:21]([CH3:24])([CH3:23])[CH3:22])=[O:17])([CH3:16])([CH3:15])[CH3:14].